From a dataset of Full USPTO retrosynthesis dataset with 1.9M reactions from patents (1976-2016). Predict the reactants needed to synthesize the given product. (1) Given the product [NH2:1][C:4]1[CH:5]=[C:6]2[C:10](=[CH:11][CH:12]=1)[NH:9][N:8]=[C:7]2[CH2:13][OH:14], predict the reactants needed to synthesize it. The reactants are: [N+:1]([C:4]1[CH:5]=[C:6]2[C:10](=[CH:11][CH:12]=1)[NH:9][N:8]=[C:7]2[C:13](O)=[O:14])([O-])=O.[AlH4-].[Li+].O.[OH-].[Na+]. (2) Given the product [F:23][C:20]1[CH:21]=[CH:22][C:17]([NH:16][C:14](=[O:15])[CH2:13][C:7]2[C:8](=[O:12])[O:9][C:10]3[C:5]([C:6]=2[C:28]2[CH:29]=[C:30]([CH2:34][CH2:35][C:36]([O:38][CH2:39][CH3:40])=[O:37])[CH:31]=[CH:32][CH:33]=2)=[CH:4][CH:3]=[CH:2][CH:11]=3)=[C:18]([C:24]([F:27])([F:25])[F:26])[CH:19]=1, predict the reactants needed to synthesize it. The reactants are: Cl[C:2]1[CH:11]=[C:10]2[C:5]([C:6]([C:28]3[CH:29]=[C:30](/[CH:34]=[CH:35]/[C:36]([O:38][CH2:39][CH3:40])=[O:37])[CH:31]=[CH:32][CH:33]=3)=[C:7]([CH2:13][C:14]([NH:16][C:17]3[CH:22]=[CH:21][C:20]([F:23])=[CH:19][C:18]=3[C:24]([F:27])([F:26])[F:25])=[O:15])[C:8](=[O:12])[O:9]2)=[CH:4][CH:3]=1. (3) Given the product [Cl:2][C:3]1[CH:4]=[C:5]([NH:10][C:11]2[C:16]([NH:17][N:18]=[CH:33][C:31]3[O:32][C:28]([C:22]4[CH:23]=[CH:24][CH:25]=[CH:26][CH:27]=4)=[CH:29][CH:30]=3)=[N:15][C:14]3=[N:19][O:20][N:21]=[C:13]3[N:12]=2)[CH:6]=[CH:7][C:8]=1[Cl:9], predict the reactants needed to synthesize it. The reactants are: Cl.[Cl:2][C:3]1[CH:4]=[C:5]([NH:10][C:11]2[C:16]([NH:17][NH2:18])=[N:15][C:14]3=[N:19][O:20][N:21]=[C:13]3[N:12]=2)[CH:6]=[CH:7][C:8]=1[Cl:9].[C:22]1([C:28]2[O:32][C:31]([CH:33]=O)=[CH:30][CH:29]=2)[CH:27]=[CH:26][CH:25]=[CH:24][CH:23]=1. (4) The reactants are: [Cl:1][C:2]1[N:10]=[C:9]2[C:5]([N:6]=[CH:7][N:8]2[CH3:11])=[C:4](Cl)[N:3]=1.C(N(CC)CC)C.[CH:20]1([NH2:26])[CH2:25][CH2:24][CH2:23][CH2:22][CH2:21]1. Given the product [Cl:1][C:2]1[N:10]=[C:9]2[C:5]([N:6]=[CH:7][N:8]2[CH3:11])=[C:4]([NH:26][CH:20]2[CH2:25][CH2:24][CH2:23][CH2:22][CH2:21]2)[N:3]=1, predict the reactants needed to synthesize it. (5) Given the product [F:38][C:32]1[CH:33]=[N:36][CH:45]=[CH:47][C:31]=1[NH:30][C:23](=[O:8])[C:24]1[CH:25]=[CH:26][CH:27]=[CH:28][CH:29]=1, predict the reactants needed to synthesize it. The reactants are: C1(S(N2C3=NC=C([N+]([O-])=O)C(Cl)=C3C=C2)(=O)=[O:8])C=CC=CC=1.[CH2:23]([N:30]1CC[CH:33]([NH2:36])[C:32]([F:38])(F)[CH2:31]1)[C:24]1[CH:29]=[CH:28][CH:27]=[CH:26][CH:25]=1.C(N([CH:45]([CH3:47])C)CC)(C)C. (6) Given the product [C:1]([O:5][C:6]([N:8]1[CH2:9][CH:10]([O:12][C:13]2[CH:14]=[N:15][C:16]([C:19]3[CH:24]=[CH:23][C:22]([C:25](=[O:26])[NH:8][CH2:9][CH2:10][OH:12])=[C:21]([F:30])[CH:20]=3)=[CH:17][CH:18]=2)[CH2:11]1)=[O:7])([CH3:2])([CH3:3])[CH3:4], predict the reactants needed to synthesize it. The reactants are: [C:1]([O:5][C:6]([N:8]1[CH2:11][CH:10]([O:12][C:13]2[CH:14]=[N:15][C:16]([C:19]3[CH:24]=[CH:23][C:22]([C:25](OCC)=[O:26])=[C:21]([F:30])[CH:20]=3)=[CH:17][CH:18]=2)[CH2:9]1)=[O:7])([CH3:4])([CH3:3])[CH3:2].